Task: Binary Classification. Given a drug SMILES string, predict its activity (active/inactive) in a high-throughput screening assay against a specified biological target.. Dataset: HIV replication inhibition screening data with 41,000+ compounds from the AIDS Antiviral Screen (1) The molecule is CC(C)(C)NNC(=O)C(=Cc1ccc([N+](=O)[O-])cc1)NC(=O)c1ccccc1. The result is 0 (inactive). (2) The compound is COc1cccc(OC)c1C=NN1C(=O)c2ccccc2C1=O. The result is 0 (inactive). (3) The drug is CCCN(CCC)C(=S)Sc1nc(C)nc(N2CCN(c3nc(C)nc(SC(=S)N(CCC)CCC)c3[N+](=O)[O-])CC2)c1[N+](=O)[O-]. The result is 0 (inactive). (4) The compound is O=C(O)c1ccccc1C(=O)OC1CC2CC1C1OCC21. The result is 0 (inactive).